From a dataset of Full USPTO retrosynthesis dataset with 1.9M reactions from patents (1976-2016). Predict the reactants needed to synthesize the given product. (1) Given the product [F:1][C:2]1[CH:3]=[C:4]2[C:9](=[CH:10][C:11]=1[F:12])[C:8]([CH3:13])([CH3:14])[C:7](=[O:15])[C:6]([C:16]([NH:32][CH2:33][C:34]([O:36][C:37]([CH3:40])([CH3:39])[CH3:38])=[O:35])=[O:17])=[C:5]2[OH:21], predict the reactants needed to synthesize it. The reactants are: [F:1][C:2]1[CH:3]=[C:4]2[C:9](=[CH:10][C:11]=1[F:12])[C:8]([CH3:14])([CH3:13])[C:7](=[O:15])[C:6]([C:16](OCC)=[O:17])=[C:5]2[OH:21].C(N(C(C)C)C(C)C)C.Cl.[NH2:32][CH2:33][C:34]([O:36][C:37]([CH3:40])([CH3:39])[CH3:38])=[O:35]. (2) Given the product [CH3:1][S:2]([O:5][C@H:6]1[CH2:11][CH2:10][CH2:9][C@@H:8]([C:12]2[CH:17]=[N:16][C:15]([NH:18][C:19](=[O:24])[C:20]([CH3:23])([CH3:22])[CH3:21])=[C:14]([C:39]3[CH:40]=[CH:41][C:36]([C:34](=[O:35])[NH:33][CH2:26][C:27]4[CH:28]=[CH:29][CH:30]=[CH:31][CH:32]=4)=[C:37]([F:45])[CH:38]=3)[N:13]=2)[CH2:7]1)(=[O:4])=[O:3], predict the reactants needed to synthesize it. The reactants are: [CH3:1][S:2]([O:5][CH:6]1[CH2:11][CH2:10][CH2:9][CH:8]([C:12]2[CH:17]=[N:16][C:15]([NH:18][C:19](=[O:24])[C:20]([CH3:23])([CH3:22])[CH3:21])=[C:14](Br)[N:13]=2)[CH2:7]1)(=[O:4])=[O:3].[CH2:26]([NH:33][C:34]([C:36]1[CH:41]=[CH:40][C:39](B(O)O)=[CH:38][C:37]=1[F:45])=[O:35])[C:27]1[CH:32]=[CH:31][CH:30]=[CH:29][CH:28]=1.COCCOC.C([O-])([O-])=O.[Na+].[Na+].